This data is from Catalyst prediction with 721,799 reactions and 888 catalyst types from USPTO. The task is: Predict which catalyst facilitates the given reaction. (1) Reactant: [CH2:1]([NH:3][C:4](=[O:33])[O:5][C:6]1[CH:11]=[C:10]([CH:12]([CH3:14])[CH3:13])[CH:9]=[CH:8][C:7]=1[C:15]1([NH:29][C:30](=[O:32])[CH3:31])[C:23](=[O:24])[C:22]2[C:17](=[CH:18][CH:19]=[CH:20][C:21]=2[N+:25]([O-])=O)[C:16]1=[O:28])[CH3:2].Cl. Product: [CH2:1]([NH:3][C:4](=[O:33])[O:5][C:6]1[CH:11]=[C:10]([CH:12]([CH3:14])[CH3:13])[CH:9]=[CH:8][C:7]=1[C:15]1([NH:29][C:30](=[O:32])[CH3:31])[C:23](=[O:24])[C:22]2[C:17](=[CH:18][CH:19]=[CH:20][C:21]=2[NH2:25])[C:16]1=[O:28])[CH3:2]. The catalyst class is: 190. (2) Reactant: C([C:5]1[C:10]([N:11]2[C:16]3[N:17]=[C:18]([NH:21][C:22]4[CH:27]=[CH:26][C:25]([N:28]5[CH2:33][CH2:32][O:31][CH2:30][CH2:29]5)=[CH:24][C:23]=4[O:34][CH3:35])[N:19]=[CH:20][C:15]=3[CH:14]=[CH:13][C:12]2=[O:36])=[CH:9][CH:8]=[CH:7][C:6]=1[N:37](C1C=CC=C(N2C3N=C(NC4C=CC(N5CCOCC5)=CC=4OC)N=CC=3C=CC2=O)C=1C(C)(C)C)C(=O)[O-])(C)(C)C.[C:77]([OH:83])([C:79]([F:82])([F:81])[F:80])=[O:78]. Product: [F:80][C:79]([F:82])([F:81])[C:77]([OH:83])=[O:78].[NH2:37][C:6]1[CH:5]=[C:10]([N:11]2[C:16]3[N:17]=[C:18]([NH:21][C:22]4[CH:27]=[CH:26][C:25]([N:28]5[CH2:33][CH2:32][O:31][CH2:30][CH2:29]5)=[CH:24][C:23]=4[O:34][CH3:35])[N:19]=[CH:20][C:15]=3[CH:14]=[CH:13][C:12]2=[O:36])[CH:9]=[CH:8][CH:7]=1. The catalyst class is: 2. (3) Reactant: [OH:1][CH2:2][CH:3]([O:9][CH:10]1[CH2:15][CH2:14][CH2:13][CH2:12][O:11]1)[CH2:4][C:5]1([OH:8])[CH2:7][CH2:6]1.C(N(CC)CC)C.[CH3:23][S:24](Cl)(=[O:26])=[O:25]. Product: [CH3:23][S:24]([O:1][CH2:2][CH:3]([O:9][CH:10]1[CH2:15][CH2:14][CH2:13][CH2:12][O:11]1)[CH2:4][C:5]1([OH:8])[CH2:7][CH2:6]1)(=[O:26])=[O:25]. The catalyst class is: 2. (4) Reactant: C(OC([N:8]1[CH2:12][CH2:11][CH2:10][C:9]1([CH2:23][CH2:24][CH2:25][CH3:26])[C:13](=[O:22])[C:14]1[CH:19]=[CH:18][C:17]([Cl:20])=[C:16]([Cl:21])[CH:15]=1)=O)(C)(C)C. Product: [CH2:23]([C:9]1([C:13]([C:14]2[CH:19]=[CH:18][C:17]([Cl:20])=[C:16]([Cl:21])[CH:15]=2)=[O:22])[CH2:10][CH2:11][CH2:12][NH:8]1)[CH2:24][CH2:25][CH3:26]. The catalyst class is: 5. (5) Reactant: [C:1](Cl)(=[O:8])[C:2]1[CH:7]=[CH:6][CH:5]=[CH:4][CH:3]=1.C(N(CC)CC)C.ClCCl.[N:20]1([C:26]2[CH:32]=[CH:31][C:30]([C:33]([F:36])([F:35])[F:34])=[CH:29][C:27]=2[NH2:28])[CH2:25][CH2:24][CH2:23][CH2:22][CH2:21]1. Product: [N:20]1([C:26]2[CH:32]=[CH:31][C:30]([C:33]([F:35])([F:36])[F:34])=[CH:29][C:27]=2[NH:28][C:1](=[O:8])[C:2]2[CH:7]=[CH:6][CH:5]=[CH:4][CH:3]=2)[CH2:21][CH2:22][CH2:23][CH2:24][CH2:25]1. The catalyst class is: 6.